Task: Predict the product of the given reaction.. Dataset: Forward reaction prediction with 1.9M reactions from USPTO patents (1976-2016) (1) Given the reactants [NH2:1][C@@H:2]1[C:11]2[C:6](=[CH:7][CH:8]=[CH:9][CH:10]=2)[C@H:5]([OH:12])[CH2:4][CH2:3]1.[H-].[Na+].F[C:16]1[CH:17]=[CH:18][C:19]2[N:20]([C:22]([N:25]3[CH2:29][CH2:28][C@H:27]([CH2:30][O:31][Si:32]([CH:39]([CH3:41])[CH3:40])([CH:36]([CH3:38])[CH3:37])[CH:33]([CH3:35])[CH3:34])[CH2:26]3)=[N:23][N:24]=2)[CH:21]=1.O, predict the reaction product. The product is: [CH:39]([Si:32]([CH:33]([CH3:35])[CH3:34])([CH:36]([CH3:38])[CH3:37])[O:31][CH2:30][C@H:27]1[CH2:28][CH2:29][N:25]([C:22]2[N:20]3[CH:21]=[C:16]([O:12][C@H:5]4[C:6]5[C:11](=[CH:10][CH:9]=[CH:8][CH:7]=5)[C@@H:2]([NH2:1])[CH2:3][CH2:4]4)[CH:17]=[CH:18][C:19]3=[N:24][N:23]=2)[CH2:26]1)([CH3:40])[CH3:41]. (2) Given the reactants [Cl:1][C:2]1[C:10]2[CH:9]=[CH:8][CH:7]=[CH:6][C:5]=2[N:4]2[CH2:11][CH2:12][N:13]([C:16]3[CH:24]=[C:23]4[C:19]([CH:20]=[CH:21][N:22]4[CH2:25][C:26]([O:28]C(C)(C)C)=[O:27])=[CH:18][CH:17]=3)[C:14](=[O:15])[C:3]=12.C(O)(C(F)(F)F)=O, predict the reaction product. The product is: [Cl:1][C:2]1[C:10]2[CH:9]=[CH:8][CH:7]=[CH:6][C:5]=2[N:4]2[CH2:11][CH2:12][N:13]([C:16]3[CH:24]=[C:23]4[C:19]([CH:20]=[CH:21][N:22]4[CH2:25][C:26]([OH:28])=[O:27])=[CH:18][CH:17]=3)[C:14](=[O:15])[C:3]=12.